This data is from NCI-60 drug combinations with 297,098 pairs across 59 cell lines. The task is: Regression. Given two drug SMILES strings and cell line genomic features, predict the synergy score measuring deviation from expected non-interaction effect. Drug 2: C(CN)CNCCSP(=O)(O)O. Drug 1: CC1C(C(CC(O1)OC2CC(OC(C2O)C)OC3=CC4=CC5=C(C(=O)C(C(C5)C(C(=O)C(C(C)O)O)OC)OC6CC(C(C(O6)C)O)OC7CC(C(C(O7)C)O)OC8CC(C(C(O8)C)O)(C)O)C(=C4C(=C3C)O)O)O)O. Synergy scores: CSS=47.0, Synergy_ZIP=4.26, Synergy_Bliss=-2.21, Synergy_Loewe=-70.3, Synergy_HSA=-1.14. Cell line: MCF7.